This data is from NCI-60 drug combinations with 297,098 pairs across 59 cell lines. The task is: Regression. Given two drug SMILES strings and cell line genomic features, predict the synergy score measuring deviation from expected non-interaction effect. (1) Drug 1: CNC(=O)C1=CC=CC=C1SC2=CC3=C(C=C2)C(=NN3)C=CC4=CC=CC=N4. Drug 2: CCCCC(=O)OCC(=O)C1(CC(C2=C(C1)C(=C3C(=C2O)C(=O)C4=C(C3=O)C=CC=C4OC)O)OC5CC(C(C(O5)C)O)NC(=O)C(F)(F)F)O. Cell line: KM12. Synergy scores: CSS=8.56, Synergy_ZIP=-3.46, Synergy_Bliss=0.0122, Synergy_Loewe=1.07, Synergy_HSA=1.28. (2) Drug 1: C1CN1P(=S)(N2CC2)N3CC3. Drug 2: CC1CCC2CC(C(=CC=CC=CC(CC(C(=O)C(C(C(=CC(C(=O)CC(OC(=O)C3CCCCN3C(=O)C(=O)C1(O2)O)C(C)CC4CCC(C(C4)OC)O)C)C)O)OC)C)C)C)OC. Cell line: KM12. Synergy scores: CSS=4.33, Synergy_ZIP=-1.92, Synergy_Bliss=-0.947, Synergy_Loewe=-2.57, Synergy_HSA=-2.75. (3) Drug 1: C1CC(=O)NC(=O)C1N2C(=O)C3=CC=CC=C3C2=O. Drug 2: C1CN(P(=O)(OC1)NCCCl)CCCl. Cell line: TK-10. Synergy scores: CSS=17.0, Synergy_ZIP=-4.19, Synergy_Bliss=3.72, Synergy_Loewe=-10.6, Synergy_HSA=3.41. (4) Drug 1: COC1=CC(=CC(=C1O)OC)C2C3C(COC3=O)C(C4=CC5=C(C=C24)OCO5)OC6C(C(C7C(O6)COC(O7)C8=CC=CS8)O)O. Drug 2: CS(=O)(=O)CCNCC1=CC=C(O1)C2=CC3=C(C=C2)N=CN=C3NC4=CC(=C(C=C4)OCC5=CC(=CC=C5)F)Cl. Cell line: SNB-75. Synergy scores: CSS=20.0, Synergy_ZIP=-1.48, Synergy_Bliss=5.69, Synergy_Loewe=0.225, Synergy_HSA=6.89. (5) Drug 1: CCC1=CC2CC(C3=C(CN(C2)C1)C4=CC=CC=C4N3)(C5=C(C=C6C(=C5)C78CCN9C7C(C=CC9)(C(C(C8N6C)(C(=O)OC)O)OC(=O)C)CC)OC)C(=O)OC.C(C(C(=O)O)O)(C(=O)O)O. Cell line: SF-539. Drug 2: CC(CN1CC(=O)NC(=O)C1)N2CC(=O)NC(=O)C2. Synergy scores: CSS=40.2, Synergy_ZIP=3.32, Synergy_Bliss=4.10, Synergy_Loewe=4.09, Synergy_HSA=6.33. (6) Drug 1: C1=CC=C(C(=C1)C(C2=CC=C(C=C2)Cl)C(Cl)Cl)Cl. Drug 2: CC1=C(C=C(C=C1)C(=O)NC2=CC(=CC(=C2)C(F)(F)F)N3C=C(N=C3)C)NC4=NC=CC(=N4)C5=CN=CC=C5. Cell line: NCIH23. Synergy scores: CSS=-2.12, Synergy_ZIP=0.477, Synergy_Bliss=-3.45, Synergy_Loewe=-3.40, Synergy_HSA=-5.36. (7) Drug 1: C1=NC2=C(N1)C(=S)N=C(N2)N. Drug 2: C(CCl)NC(=O)N(CCCl)N=O. Cell line: NCI/ADR-RES. Synergy scores: CSS=25.7, Synergy_ZIP=-11.5, Synergy_Bliss=-3.05, Synergy_Loewe=-19.8, Synergy_HSA=-4.68. (8) Drug 1: CC(CN1CC(=O)NC(=O)C1)N2CC(=O)NC(=O)C2. Drug 2: C1CC(C1)(C(=O)O)C(=O)O.[NH2-].[NH2-].[Pt+2]. Cell line: MOLT-4. Synergy scores: CSS=88.0, Synergy_ZIP=3.38, Synergy_Bliss=3.60, Synergy_Loewe=5.07, Synergy_HSA=8.34.